Dataset: hERG potassium channel inhibition data for cardiac toxicity prediction from Karim et al.. Task: Regression/Classification. Given a drug SMILES string, predict its toxicity properties. Task type varies by dataset: regression for continuous values (e.g., LD50, hERG inhibition percentage) or binary classification for toxic/non-toxic outcomes (e.g., AMES mutagenicity, cardiotoxicity, hepatotoxicity). Dataset: herg_karim. (1) The compound is Nc1cccc(-c2cc3c(Oc4cccc(O)c4)ncnc3[nH]2)c1. The result is 0 (non-blocker). (2) The compound is CNS(=O)(=O)c1cccc(C(=O)N2CCC(CCN3C4CCC3CC(n3c(C)nc5ccccc53)C4)(c3ccccc3)CC2)c1. The result is 0 (non-blocker).